Dataset: Full USPTO retrosynthesis dataset with 1.9M reactions from patents (1976-2016). Task: Predict the reactants needed to synthesize the given product. (1) Given the product [F:31][C:28]1[CH:29]=[CH:30][C:25]([C:23]2[N:24]=[C:19]3[C:18]([CH3:39])=[C:17]([CH3:40])[C:16]([N:14]4[CH2:13][CH:11]5[CH:10]([CH2:9][NH:8][CH2:12]5)[CH2:15]4)=[N:21][N:20]3[C:22]=2[C:32]2[CH:37]=[CH:36][N:35]=[C:34]([NH2:38])[CH:33]=2)=[CH:26][CH:27]=1, predict the reactants needed to synthesize it. The reactants are: C([N:8]1[CH2:12][CH:11]2[CH2:13][N:14]([C:16]3[C:17]([CH3:40])=[C:18]([CH3:39])[C:19]4[N:20]([C:22]([C:32]5[CH:37]=[CH:36][N:35]=[C:34]([NH2:38])[CH:33]=5)=[C:23]([C:25]5[CH:30]=[CH:29][C:28]([F:31])=[CH:27][CH:26]=5)[N:24]=4)[N:21]=3)[CH2:15][CH:10]2[CH2:9]1)C1C=CC=CC=1.C([O-])=O.[NH4+]. (2) The reactants are: [CH3:1][C@@H:2]1[CH2:7][C:6](=[C:8]([NH:14][CH:15]=[O:16])[C:9]([O:11][CH2:12][CH3:13])=[O:10])[CH2:5][C@@H:4]([CH3:17])[O:3]1. Given the product [CH3:17][C@@H:4]1[CH2:5][CH:6]([C@H:8]([NH:14][CH:15]=[O:16])[C:9]([O:11][CH2:12][CH3:13])=[O:10])[CH2:7][C@@H:2]([CH3:1])[O:3]1, predict the reactants needed to synthesize it. (3) Given the product [F:31][C:32]1[CH:33]=[C:34]([CH:37]=[CH:38][C:39]=1[F:40])[CH2:35][C:23]1([C:24]([O:26][CH2:27][CH3:28])=[O:25])[CH2:22][CH2:21][CH2:20][N:19]2[C:15]([C:5]3[CH:6]=[CH:7][C:8]([C:9]4[O:13][C:12]([CH3:14])=[N:11][CH:10]=4)=[C:3]([O:2][CH3:1])[CH:4]=3)=[N:16][N:17]=[C:18]12, predict the reactants needed to synthesize it. The reactants are: [CH3:1][O:2][C:3]1[CH:4]=[C:5]([C:15]2[N:19]3[CH2:20][CH2:21][CH2:22][CH:23]([C:24]([O:26][CH2:27][CH3:28])=[O:25])[C:18]3=[N:17][N:16]=2)[CH:6]=[CH:7][C:8]=1[C:9]1[O:13][C:12]([CH3:14])=[N:11][CH:10]=1.[H-].[Na+].[F:31][C:32]1[CH:33]=[C:34]([CH:37]=[CH:38][C:39]=1[F:40])[CH2:35]Br. (4) Given the product [CH3:1][O:2][C:3]1[C:4]([NH:14][C:15]([N:32]2[CH2:31][CH2:30][N:29]([C:26]3[CH:25]=[CH:24][C:23]([C:20](=[O:22])[CH3:21])=[CH:28][CH:27]=3)[CH2:34][CH2:33]2)=[O:19])=[N:5][C:6]2[C:11]([N:12]=1)=[CH:10][C:9]([CH3:13])=[CH:8][CH:7]=2, predict the reactants needed to synthesize it. The reactants are: [CH3:1][O:2][C:3]1[C:4]([NH:14][C:15](=[O:19])OCC)=[N:5][C:6]2[C:11]([N:12]=1)=[CH:10][C:9]([CH3:13])=[CH:8][CH:7]=2.[C:20]([C:23]1[CH:28]=[CH:27][C:26]([N:29]2[CH2:34][CH2:33][NH:32][CH2:31][CH2:30]2)=[CH:25][CH:24]=1)(=[O:22])[CH3:21].